From a dataset of Reaction yield outcomes from USPTO patents with 853,638 reactions. Predict the reaction yield, written as a fraction of the theoretical maximum amount of product (1.0 means a 100% yield; for example, 0.34 means a 34% yield). (1) The reactants are [Br:1][C:2]1[CH:9]=[C:8]([F:10])[C:5]([C:6]#[N:7])=[C:4](F)[CH:3]=1.[NH2:12][NH2:13].O. The catalyst is C(O)C. The product is [Br:1][C:2]1[CH:3]=[C:4]2[C:5]([C:6]([NH2:7])=[N:12][NH:13]2)=[C:8]([F:10])[CH:9]=1. The yield is 0.940. (2) The reactants are [Br:1][C:2]1[CH:10]=[CH:9][CH:8]=[C:7]2[C:3]=1[CH:4]=[N:5][NH:6]2.C(N(CC)CC)C.Cl[C:19]([C:32]1[CH:37]=[CH:36][CH:35]=[CH:34][CH:33]=1)([C:26]1[CH:31]=[CH:30][CH:29]=[CH:28][CH:27]=1)[C:20]1[CH:25]=[CH:24][CH:23]=[CH:22][CH:21]=1. The catalyst is C(Cl)Cl.O. The product is [Br:1][C:2]1[C:3]2[C:7]([CH:8]=[CH:9][CH:10]=1)=[N:6][N:5]([C:19]([C:20]1[CH:25]=[CH:24][CH:23]=[CH:22][CH:21]=1)([C:32]1[CH:33]=[CH:34][CH:35]=[CH:36][CH:37]=1)[C:26]1[CH:27]=[CH:28][CH:29]=[CH:30][CH:31]=1)[CH:4]=2. The yield is 0.690. (3) The reactants are [F:1][C:2]1[CH:3]=[C:4]([C@H:13]2[CH2:18][C@@H:17]([C:19](=[O:26])[CH2:20][C:21](OCC)=[O:22])[CH2:16][CH2:15][N:14]2[C:27]([O:29][CH3:30])=[O:28])[CH:5]=[C:6]([F:12])[C:7]=1[C:8]([F:11])([F:10])[F:9].[OH-].[Na+].[NH2:33]O.Cl. The catalyst is CO.O. The product is [F:1][C:2]1[CH:3]=[C:4]([C@H:13]2[CH2:18][C@@H:17]([C:19]3[O:26][NH:33][C:21](=[O:22])[CH:20]=3)[CH2:16][CH2:15][N:14]2[C:27]([O:29][CH3:30])=[O:28])[CH:5]=[C:6]([F:12])[C:7]=1[C:8]([F:10])([F:9])[F:11]. The yield is 0.429. (4) The reactants are Br[C:2]1[CH:7]=[C:6]([Br:8])[CH:5]=[CH:4][C:3]=1[N+:9]([O-:11])=[O:10].[CH3:12][NH2:13].O. The catalyst is C(O)C. The product is [Br:8][C:6]1[CH:5]=[CH:4][C:3]([N+:9]([O-:11])=[O:10])=[C:2]([NH:13][CH3:12])[CH:7]=1. The yield is 0.760.